Task: Predict which catalyst facilitates the given reaction.. Dataset: Catalyst prediction with 721,799 reactions and 888 catalyst types from USPTO (1) The catalyst class is: 1. Reactant: CCCC[N+](CCCC)(CCCC)CCCC.[F-].[CH2:19]([O:22][C@@H:23]1[C@@H:31]([CH:32]=[O:33])[O:30][C@H:29]2[C@H:25]([N:26]=[C:27]([N:34]([CH2:42][CH3:43])[C:35](=[O:41])[O:36][C:37]([CH3:40])([CH3:39])[CH3:38])[S:28]2)[C@H:24]1[O:44][CH2:45][CH:46]=[CH2:47])[CH:20]=[CH2:21].[Si]([C:52]([F:55])([F:54])[F:53])(C)(C)C. Product: [CH2:19]([O:22][C@@H:23]1[C@@H:31]([C@@H:32]([OH:33])[C:52]([F:55])([F:54])[F:53])[O:30][C@H:29]2[C@H:25]([N:26]=[C:27]([N:34]([CH2:42][CH3:43])[C:35](=[O:41])[O:36][C:37]([CH3:38])([CH3:39])[CH3:40])[S:28]2)[C@H:24]1[O:44][CH2:45][CH:46]=[CH2:47])[CH:20]=[CH2:21]. (2) Reactant: [Br:1][C:2]1[CH:8]=[CH:7][CH:6]=[C:5]([C:9]([CH3:12])([CH3:11])[CH3:10])[C:3]=1[NH2:4].C(=O)(O)[O-].[Na+].[I:18]I.S([O-])([O-])(=O)=S.[Na+].[Na+]. Product: [Br:1][C:2]1[CH:8]=[C:7]([I:18])[CH:6]=[C:5]([C:9]([CH3:12])([CH3:11])[CH3:10])[C:3]=1[NH2:4]. The catalyst class is: 6.